Predict the product of the given reaction. From a dataset of Forward reaction prediction with 1.9M reactions from USPTO patents (1976-2016). (1) Given the reactants OC1C(=O)NN=C(CCC2C=CC=CC=2)C=1.C([O:24][C:25]1[N:26]=[N:27][C:28]([C:39]#[C:40][C:41]2[CH2:42][CH2:43][O:44][CH2:45][CH:46]=2)=[CH:29][C:30]=1[O:31]CC1C=CC=CC=1)C1C=CC=CC=1.[H][H], predict the reaction product. The product is: [OH:31][C:30]1[C:25](=[O:24])[NH:26][N:27]=[C:28]([CH2:39][CH2:40][CH:41]2[CH2:42][CH2:43][O:44][CH2:45][CH2:46]2)[CH:29]=1. (2) The product is: [S:1]1[C:5]([C@H:6]([O:32][Si:33]([C:46]([CH3:48])([CH3:47])[CH3:49])([C:40]2[CH:41]=[CH:42][CH:43]=[CH:44][CH:45]=2)[C:34]2[CH:35]=[CH:36][CH:37]=[CH:38][CH:39]=2)/[CH:7]=[CH:8]/[C@H:9]2[C:13](=[CH2:54])[CH2:12][C@H:11]([O:15][CH:16]3[CH2:21][CH2:20][CH2:19][CH2:18][O:17]3)[C@@H:10]2[CH2:22]/[CH:23]=[CH:24]\[CH2:25][CH2:26][CH2:27][C:28]([O:30][CH3:31])=[O:29])=[CH:4][C:3]2[CH:50]=[CH:51][CH:52]=[CH:53][C:2]1=2. Given the reactants [S:1]1[C:5]([C@H:6]([O:32][Si:33]([C:46]([CH3:49])([CH3:48])[CH3:47])([C:40]2[CH:45]=[CH:44][CH:43]=[CH:42][CH:41]=2)[C:34]2[CH:39]=[CH:38][CH:37]=[CH:36][CH:35]=2)/[CH:7]=[CH:8]/[C@H:9]2[C:13](=O)[CH2:12][C@H:11]([O:15][CH:16]3[CH2:21][CH2:20][CH2:19][CH2:18][O:17]3)[C@@H:10]2[CH2:22]/[CH:23]=[CH:24]\[CH2:25][CH2:26][CH2:27][C:28]([O:30][CH3:31])=[O:29])=[CH:4][C:3]2[CH:50]=[CH:51][CH:52]=[CH:53][C:2]1=2.[CH2:54](Br)Br, predict the reaction product.